From a dataset of Catalyst prediction with 721,799 reactions and 888 catalyst types from USPTO. Predict which catalyst facilitates the given reaction. (1) Reactant: [NH2:1][C:2]1[N:7]=[C:6]([N:8]2[CH2:12][CH2:11][CH:10]([NH:13]C(=O)OC(C)(C)C)[CH2:9]2)[CH:5]=[C:4](/[CH:21]=[CH:22]/[C:23]2[CH:28]=[CH:27][CH:26]=[CH:25][CH:24]=2)[N:3]=1.C(O)(C(F)(F)F)=O. Product: [NH2:13][CH:10]1[CH2:11][CH2:12][N:8]([C:6]2[CH:5]=[C:4](/[CH:21]=[CH:22]/[C:23]3[CH:28]=[CH:27][CH:26]=[CH:25][CH:24]=3)[N:3]=[C:2]([NH2:1])[N:7]=2)[CH2:9]1. The catalyst class is: 2. (2) Product: [F:12][C:7]1[CH:6]=[C:5]2[C:10]([CH:11]=[C:2]([CH3:13])[CH:3]=[N:4]2)=[CH:9][CH:8]=1. Reactant: Br[C:2]1[CH:3]=[N:4][C:5]2[C:10]([CH:11]=1)=[CH:9][CH:8]=[C:7]([F:12])[CH:6]=2.[C:13]([O-])([O-])=O.[K+].[K+].CB1OB(C)OB(C)O1. The catalyst class is: 203.